This data is from Forward reaction prediction with 1.9M reactions from USPTO patents (1976-2016). The task is: Predict the product of the given reaction. (1) Given the reactants [Cl:1][C:2]1[C:3]([F:23])=[C:4]([NH:8][C:9]2[C:18]3[C:13](=[CH:14][C:15]([O:21][CH3:22])=[C:16]([CH2:19]Cl)[CH:17]=3)[N:12]=[CH:11][N:10]=2)[CH:5]=[CH:6][CH:7]=1.Cl.[CH3:25][C:26]([C:29]([NH2:31])=[O:30])([CH3:28])[NH2:27], predict the reaction product. The product is: [Cl:1][C:2]1[C:3]([F:23])=[C:4]([NH:8][C:9]2[C:18]3[C:13](=[CH:14][C:15]([O:21][CH3:22])=[C:16]([CH2:19][NH:27][C:26]([CH3:28])([C:29]([NH2:31])=[O:30])[CH3:25])[CH:17]=3)[N:12]=[CH:11][N:10]=2)[CH:5]=[CH:6][CH:7]=1. (2) Given the reactants [N:1]1[CH:6]=[CH:5][CH:4]=[C:3]([CH2:7][CH2:8][CH2:9]Cl)[CH:2]=1.NC(N)=[S:13].[OH-].[Na+], predict the reaction product. The product is: [N:1]1[CH:6]=[CH:5][CH:4]=[C:3]([CH2:7][CH2:8][CH2:9][SH:13])[CH:2]=1. (3) Given the reactants C(OC([NH:8][C@@H:9]1[CH2:14][CH2:13][CH2:12][N:11]([C:15]2[CH:20]=[CH:19][N:18]=[C:17]3[N:21](C(OC(C)(C)C)=O)[CH:22]=[C:23]([NH:24][C:25](=[O:29])[CH:26]([CH3:28])[CH3:27])[C:16]=23)[CH2:10]1)=O)(C)(C)C.C(O)(C(F)(F)F)=O.C(Cl)[Cl:45], predict the reaction product. The product is: [ClH:45].[NH2:8][C@@H:9]1[CH2:14][CH2:13][CH2:12][N:11]([C:15]2[CH:20]=[CH:19][N:18]=[C:17]3[NH:21][CH:22]=[C:23]([NH:24][C:25](=[O:29])[CH:26]([CH3:27])[CH3:28])[C:16]=23)[CH2:10]1. (4) Given the reactants [Cl:1][C:2]1[NH:3]C2[C:9]([CH:10]=1)=[CH:8][CH:7]=CN=2.[H-].[Na+].CI.[CH3:15][N:16]([CH:18]=O)[CH3:17], predict the reaction product. The product is: [Cl:1][C:2]1[N:3]=[C:15]2[N:16]([CH3:17])[CH:18]=[CH:7][C:8]2=[CH:9][CH:10]=1. (5) Given the reactants [OH:1][CH:2]([C:16]1[CH:21]=[CH:20][CH:19]=[CH:18][CH:17]=1)[C:3]1[NH:11][C:10]2[C:5](=[N:6][CH:7]=[CH:8][C:9]=2[C:12]([O:14]C)=[O:13])[CH:4]=1, predict the reaction product. The product is: [OH:1][CH:2]([C:16]1[CH:17]=[CH:18][CH:19]=[CH:20][CH:21]=1)[C:3]1[NH:11][C:10]2[C:5](=[N:6][CH:7]=[CH:8][C:9]=2[C:12]([OH:14])=[O:13])[CH:4]=1. (6) Given the reactants [Br:1][C:2]1[CH:3]=[CH:4][C:5]2[N:6]([CH:8]=[C:9]([C:11]3[CH:16]=[CH:15][C:14]([O:17][CH2:18][CH2:19][CH2:20][OH:21])=[CH:13][CH:12]=3)[N:10]=2)[CH:7]=1.[C:22]1([CH3:32])[CH:27]=[CH:26][C:25]([S:28](Cl)(=[O:30])=[O:29])=[CH:24][CH:23]=1.O.C(Cl)(Cl)Cl, predict the reaction product. The product is: [Br:1][C:2]1[CH:3]=[CH:4][C:5]2[N:6]([CH:8]=[C:9]([C:11]3[CH:12]=[CH:13][C:14]([O:17][CH2:18][CH2:19][CH2:20][O:21][S:28]([C:25]4[CH:26]=[CH:27][C:22]([CH3:32])=[CH:23][CH:24]=4)(=[O:30])=[O:29])=[CH:15][CH:16]=3)[N:10]=2)[CH:7]=1. (7) Given the reactants [CH3:1][C:2]1[CH:7]=[C:6]([CH3:8])[N:5]=[C:4]([N:9]2[CH2:16][CH:15]3[CH:11]([CH2:12][NH:13][CH2:14]3)[CH2:10]2)[N:3]=1.CC(O)=O.[F:21][C:22]1[CH:30]=[CH:29][CH:28]=[C:27]([F:31])[C:23]=1[C:24](O)=[O:25], predict the reaction product. The product is: [F:21][C:22]1[CH:30]=[CH:29][CH:28]=[C:27]([F:31])[C:23]=1[C:24]([N:13]1[CH2:14][CH:15]2[CH:11]([CH2:10][N:9]([C:4]3[N:5]=[C:6]([CH3:8])[CH:7]=[C:2]([CH3:1])[N:3]=3)[CH2:16]2)[CH2:12]1)=[O:25]. (8) Given the reactants [CH3:1][C:2]([C:12]1[C:20]2[O:19][CH2:18][CH2:17][C:16]=2[CH:15]=[CH:14][CH:13]=1)([CH3:11])[CH2:3][C:4]1([C:7]([F:10])([F:9])[F:8])[CH2:6][O:5]1.[NH2:21][C:22]1[N:27]=[C:26]([CH2:28][CH3:29])[N:25]=[C:24]2[N:30]([C:33]3[CH:34]=[C:35]([CH:38]=[CH:39][CH:40]=3)[C:36]#[N:37])[N:31]=[CH:32][C:23]=12, predict the reaction product. The product is: [O:19]1[C:20]2[C:12]([C:2]([CH3:1])([CH3:11])[CH2:3][C:4]([OH:5])([C:7]([F:10])([F:9])[F:8])[CH2:6][NH:21][C:22]3[N:27]=[C:26]([CH2:28][CH3:29])[N:25]=[C:24]4[N:30]([C:33]5[CH:34]=[C:35]([CH:38]=[CH:39][CH:40]=5)[C:36]#[N:37])[N:31]=[CH:32][C:23]=34)=[CH:13][CH:14]=[CH:15][C:16]=2[CH2:17][CH2:18]1. (9) Given the reactants [C:1]([O:5][C:6]([N:8]1[CH2:13][CH2:12][CH:11]([C:14]([O:16][CH2:17][CH3:18])=[O:15])[CH2:10][CH2:9]1)=[O:7])([CH3:4])([CH3:3])[CH3:2].[CH:19]1(I)[CH2:23][CH2:22][CH2:21][CH2:20]1, predict the reaction product. The product is: [CH2:17]([O:16][C:14]([C:11]1([CH:19]2[CH2:23][CH2:22][CH2:21][CH2:20]2)[CH2:12][CH2:13][N:8]([C:6]([O:5][C:1]([CH3:4])([CH3:3])[CH3:2])=[O:7])[CH2:9][CH2:10]1)=[O:15])[CH3:18].